Dataset: Retrosynthesis with 50K atom-mapped reactions and 10 reaction types from USPTO. Task: Predict the reactants needed to synthesize the given product. (1) Given the product Cc1nnc2n1-c1ccc(-c3ccc(N)nc3)cc1N(c1ccc([N+](=O)[O-])nc1)C[C@H]2C, predict the reactants needed to synthesize it. The reactants are: CC1(C)OB(c2ccc(N)nc2)OC1(C)C.Cc1nnc2n1-c1ccc(Br)cc1N(c1ccc([N+](=O)[O-])nc1)C[C@H]2C. (2) Given the product COc1ccc(Nc2c(-c3ccc4ncnn4c3)c(C)nn2-c2ccccc2C)c(C(=O)O)c1, predict the reactants needed to synthesize it. The reactants are: COC(=O)c1cc(OC)ccc1Nc1c(-c2ccc3ncnn3c2)c(C)nn1-c1ccccc1C. (3) Given the product CCCCN1C(=O)C(C)(C)c2cc(NC(=O)CCc3ccc(OC(C)C)cc3)c([N+](=O)[O-])cc21, predict the reactants needed to synthesize it. The reactants are: CC(C)Oc1ccc(CCC(=O)Cl)cc1.CCCCN1C(=O)C(C)(C)c2cc(N)c([N+](=O)[O-])cc21. (4) Given the product Cc1ccccc1C(=O)Nc1nc(C(Cl)(Cl)Cl)ns1, predict the reactants needed to synthesize it. The reactants are: Cc1ccccc1C(=O)Cl.Nc1nc(C(Cl)(Cl)Cl)ns1. (5) Given the product NCc1ccc(-c2cn(S(=O)(=O)c3ccccc3)c3ncnc(N)c23)cc1, predict the reactants needed to synthesize it. The reactants are: CC(C)(C)OC(=O)NCc1ccc(-c2cn(S(=O)(=O)c3ccccc3)c3ncnc(N)c23)cc1.